The task is: Binary Classification. Given a drug SMILES string, predict its activity (active/inactive) in a high-throughput screening assay against a specified biological target.. This data is from HIV replication inhibition screening data with 41,000+ compounds from the AIDS Antiviral Screen. (1) The compound is Cc1cc(C)c2c(=N)c3ccccc3n(CCCCCCn3c4ccccc4c(=N)c4c(C)cc(C)nc43)c2n1.Cl. The result is 0 (inactive). (2) The result is 0 (inactive). The compound is C1=Nc2sc3c(c2C2=NCCN12)CCCC3. (3) The molecule is N=C(N)NN=C(c1nc2ccc([N+](=O)[O-])cc2nc1O)C(O)c1ccco1. The result is 0 (inactive).